Dataset: Full USPTO retrosynthesis dataset with 1.9M reactions from patents (1976-2016). Task: Predict the reactants needed to synthesize the given product. Given the product [OH:22][CH2:21][CH2:20][N:14]1[CH2:19][CH2:18][N:17]([C:2]2[C:3]3[S:10][C:9]([C:11]([NH2:13])=[O:12])=[CH:8][C:4]=3[N:5]=[CH:6][N:7]=2)[CH2:16][CH2:15]1, predict the reactants needed to synthesize it. The reactants are: Cl[C:2]1[C:3]2[S:10][C:9]([C:11]([NH2:13])=[O:12])=[CH:8][C:4]=2[N:5]=[CH:6][N:7]=1.[N:14]1([CH2:20][CH2:21][OH:22])[CH2:19][CH2:18][NH:17][CH2:16][CH2:15]1.CCN(C(C)C)C(C)C.